From a dataset of Full USPTO retrosynthesis dataset with 1.9M reactions from patents (1976-2016). Predict the reactants needed to synthesize the given product. The reactants are: [Br:1][C:2]1[CH:7]=[CH:6][C:5]([CH2:8][N:9]2[C:14](=[O:15])[C:13]([C:16](OCC)=[O:17])=[C:12]([OH:21])[C:11]([CH:22]([CH3:24])[CH3:23])=[N:10]2)=[C:4]([F:25])[CH:3]=1.OC1C(C(C)C)=NNC(=O)[C:28]=1[C:37]([O:39]CC)=[O:38].[H-].[Na+].BrC1C=CC(CBr)=C(F)C=1.C[N:55](C)C=O. Given the product [Br:1][C:2]1[CH:7]=[CH:6][C:5]([CH2:8][N:9]2[C:14](=[O:15])[C:13]([C:16]([NH:55][CH2:28][C:37]([OH:39])=[O:38])=[O:17])=[C:12]([OH:21])[C:11]([CH:22]([CH3:23])[CH3:24])=[N:10]2)=[C:4]([F:25])[CH:3]=1, predict the reactants needed to synthesize it.